Dataset: Full USPTO retrosynthesis dataset with 1.9M reactions from patents (1976-2016). Task: Predict the reactants needed to synthesize the given product. Given the product [F:24][C:17]1[CH:16]=[C:15]([NH:25][S:26]([C:29]2[CH:30]=[CH:31][C:32]([C:2]3[CH:3]=[N:4][C:5]([CH2:8][NH:9][CH:10]([CH3:12])[CH3:11])=[N:6][CH:7]=3)=[CH:33][CH:34]=2)(=[O:27])=[O:28])[C:14]([F:13])=[CH:19][C:18]=1[C:20]([O:22][CH3:23])=[O:21], predict the reactants needed to synthesize it. The reactants are: Br[C:2]1[CH:3]=[N:4][C:5]([CH2:8][NH:9][CH:10]([CH3:12])[CH3:11])=[N:6][CH:7]=1.[F:13][C:14]1[CH:19]=[C:18]([C:20]([O:22][CH3:23])=[O:21])[C:17]([F:24])=[CH:16][C:15]=1[NH:25][S:26]([C:29]1[CH:34]=[CH:33][C:32](B(O)O)=[CH:31][CH:30]=1)(=[O:28])=[O:27].C(=O)([O-])[O-].[Na+].[Na+].